From a dataset of Full USPTO retrosynthesis dataset with 1.9M reactions from patents (1976-2016). Predict the reactants needed to synthesize the given product. Given the product [C:4]([C:5]1[CH:14]=[C:13]2[C:8]([CH:9]=[CH:10][C:11]([O:15][CH:16]([CH2:21][CH3:22])[C:17]([OH:19])=[O:18])=[CH:12]2)=[CH:7][CH:6]=1)#[CH:3], predict the reactants needed to synthesize it. The reactants are: C[Si](C)(C)[C:3]#[C:4][C:5]1[CH:14]=[C:13]2[C:8]([CH:9]=[CH:10][C:11]([O:15][CH:16]([CH2:21][CH3:22])[C:17]([O:19]C)=[O:18])=[CH:12]2)=[CH:7][CH:6]=1.[OH-].[Na+].C(OCC)(=O)C.Cl.